From a dataset of Full USPTO retrosynthesis dataset with 1.9M reactions from patents (1976-2016). Predict the reactants needed to synthesize the given product. (1) Given the product [N+:41](=[C:21]([C:17]1[CH:18]=[CH:19][CH:20]=[C:15]([N+:12]([O-:14])=[O:13])[CH:16]=1)[C:22]([O:24][CH2:25][CH:26]=[CH2:27])=[O:23])=[N-:42], predict the reactants needed to synthesize it. The reactants are: N12CCCN=C1CCCCC2.[N+:12]([C:15]1[CH:16]=[C:17]([CH2:21][C:22]([O:24][CH2:25][CH:26]=[CH2:27])=[O:23])[CH:18]=[CH:19][CH:20]=1)([O-:14])=[O:13].C(NC1C=CC(S([N:41]=[N+:42]=[N-])(=O)=O)=CC=1)(=O)C. (2) Given the product [NH2:25][C:22]1[CH:23]=[CH:24][C:19]([N:13]2[CH2:14][CH2:15][CH2:16][C@:9]3([C:8](=[O:17])[N:7]([CH:4]4[CH2:5][CH2:6][O:1][CH2:2][CH2:3]4)[CH2:11][CH2:10]3)[CH2:12]2)=[N:20][CH:21]=1, predict the reactants needed to synthesize it. The reactants are: [O:1]1[CH2:6][CH2:5][CH:4]([N:7]2[CH2:11][CH2:10][C@@:9]3([CH2:16][CH2:15][CH2:14][NH:13][CH2:12]3)[C:8]2=[O:17])[CH2:3][CH2:2]1.Cl[C:19]1[CH:24]=[CH:23][C:22]([N+:25]([O-])=O)=[CH:21][N:20]=1.C(=O)([O-])[O-].[K+].[K+].CN(C)C=O. (3) Given the product [NH2:32][C:33]1[CH:40]=[CH:39][C:38]([C:2]2[N:7]=[C:6]3[N:8]([CH2:17][CH2:18][N:19]([CH3:20])[CH3:21])[N:9]=[CH:10][C:5]3=[C:4]([CH:22]([F:23])[F:24])[CH:3]=2)=[CH:37][C:34]=1[C:35]#[N:36], predict the reactants needed to synthesize it. The reactants are: Cl[C:2]1[N:7]=[C:6]2[N:8]([CH2:17][CH2:18][N:19]([CH3:21])[CH3:20])[N:9]=[C:10](C3C=CC=CC=3)[C:5]2=[C:4]([CH:22]([F:24])[F:23])[CH:3]=1.COCCOC.O.[NH2:32][C:33]1[CH:40]=[CH:39][C:38](B2OC(C)(C)C(C)(C)O2)=[CH:37][C:34]=1[C:35]#[N:36].O.O.P([O-])([O-])([O-])=O.[K+].[K+].[K+]. (4) Given the product [C:42]([NH:41][C:39]([C:37]1[CH:36]=[CH:35][CH:34]=[C:33]([CH2:32][N:28]2[C:29]3[C:25](=[CH:24][C:23]([NH:22][C:19]4[C:20]5[N:12]([CH2:11][CH2:10][OH:9])[CH:13]=[CH:14][C:15]=5[N:16]=[CH:17][N:18]=4)=[CH:31][CH:30]=3)[CH:26]=[CH:27]2)[N:38]=1)=[O:40])([CH3:45])([CH3:43])[CH3:44], predict the reactants needed to synthesize it. The reactants are: C([O:9][CH2:10][CH2:11][N:12]1[C:20]2[C:19](Cl)=[N:18][CH:17]=[N:16][C:15]=2[CH:14]=[CH:13]1)(=O)C1C=CC=CC=1.[NH2:22][C:23]1[CH:24]=[C:25]2[C:29](=[CH:30][CH:31]=1)[N:28]([CH2:32][C:33]1[N:38]=[C:37]([C:39]([NH:41][C:42]([CH3:45])([CH3:44])[CH3:43])=[O:40])[CH:36]=[CH:35][CH:34]=1)[CH:27]=[CH:26]2.C(O)(C)C.[OH-].[Na+]. (5) The reactants are: C(OC([NH:8][C@H:9]1[CH2:14][CH2:13][C@H:12]([NH:15][C:16]2[CH:25]=[CH:24][CH:23]=[C:22]3[C:17]=2[CH:18]=[CH:19][N:20]=[CH:21]3)[CH2:11][CH2:10]1)=O)(C)(C)C.[ClH:26].CO. Given the product [ClH:26].[CH:21]1[C:22]2[C:17](=[C:16]([NH:15][C@H:12]3[CH2:11][CH2:10][C@H:9]([NH2:8])[CH2:14][CH2:13]3)[CH:25]=[CH:24][CH:23]=2)[CH:18]=[CH:19][N:20]=1, predict the reactants needed to synthesize it. (6) Given the product [Cl:1][C:2]1[CH:10]=[C:9]([C:11]2[CH2:15][C:14]([C:20]3[CH:21]=[C:22]([Cl:27])[CH:23]=[C:24]([Cl:26])[CH:25]=3)([C:16]([F:19])([F:18])[F:17])[S:13][N:12]=2)[CH:8]=[CH:7][C:3]=1[C:4]([NH:6]/[CH:28]=[N:39]/[O:38][CH3:37])=[O:5], predict the reactants needed to synthesize it. The reactants are: [Cl:1][C:2]1[CH:10]=[C:9]([C:11]2[CH2:15][C:14]([C:20]3[CH:25]=[C:24]([Cl:26])[CH:23]=[C:22]([Cl:27])[CH:21]=3)([C:16]([F:19])([F:18])[F:17])[S:13][N:12]=2)[CH:8]=[CH:7][C:3]=1[C:4]([NH2:6])=[O:5].[CH3:28]OC(OC)N(C)C.Cl.[CH3:37][O:38][NH2:39].[OH-].[Na+].